From a dataset of Catalyst prediction with 721,799 reactions and 888 catalyst types from USPTO. Predict which catalyst facilitates the given reaction. (1) Reactant: [CH:1]([C@H:4]1[N:9]([C:10]2[N:15]=[C:14]([C:16]([F:19])([F:18])[F:17])[CH:13]=[CH:12][N:11]=2)[CH2:8][CH2:7][NH:6][C:5]1=[O:20])([CH3:3])[CH3:2].CC([O-])(C)C.[K+].C1COCC1.[F:32][C:33]1[CH:42]=[C:41](F)[C:40]([N+:44]([O-:46])=[O:45])=[CH:39][C:34]=1[C:35]([O:37][CH3:38])=[O:36].[NH4+].[Cl-]. Product: [CH3:38][O:37][C:35](=[O:36])[C:34]1[CH:39]=[C:40]([N+:44]([O-:46])=[O:45])[C:41]([N:6]2[CH2:7][CH2:8][N:9]([C:10]3[N:15]=[C:14]([C:16]([F:17])([F:19])[F:18])[CH:13]=[CH:12][N:11]=3)[C@H:4]([CH:1]([CH3:3])[CH3:2])[C:5]2=[O:20])=[CH:42][C:33]=1[F:32]. The catalyst class is: 31. (2) Product: [C:45]([C@@H:41]1[CH2:42][C@H:43]2[C@H:39]([CH2:44]2)[N:40]1[C:9](=[O:10])[C@H:8]([C:12]12[CH2:19][CH:18]3[CH2:17][CH:16]([CH2:15][C:14]([OH:22])([CH2:20]3)[CH2:13]1)[CH2:21]2)[NH:7][C:5]([O:4][C:2]([CH3:23])([CH3:1])[CH3:3])=[O:6])#[N:47]. The catalyst class is: 1. Reactant: [CH3:1][C:2]([CH3:23])([O:4][C:5]([NH:7][C@@H:8]([C:12]12[CH2:21][CH:16]3[CH2:17][CH:18]([CH2:20][C:14]([OH:22])([CH2:15]3)[CH2:13]1)[CH2:19]2)[C:9](O)=[O:10])=[O:6])[CH3:3].CS(Cl)(=O)=O.C(N(C(C)C)CC)(C)C.Cl.[C@H:39]12[CH2:44][C@H:43]1[CH2:42][C@@H:41]([C:45]([NH2:47])=O)[NH:40]2.OC1C2N=NNC=2C=CC=1. (3) Reactant: Cl[C:2]1[N:7]=[C:6]([C:8]2([S:21]([CH2:24][CH3:25])(=[O:23])=[O:22])[CH2:13][CH2:12][N:11](C(OC(C)(C)C)=O)[CH2:10][CH2:9]2)[CH:5]=[C:4]([N:26]2[CH2:31][CH2:30][O:29][CH2:28][C@H:27]2[CH3:32])[N:3]=1.C(=O)([O-])[O-].[Na+].[Na+].[NH:39]1[C:47]2[C:42](=[C:43](B(O)O)[CH:44]=[CH:45][CH:46]=2)[CH:41]=[CH:40]1. Product: [CH2:24]([S:21]([C:8]1([C:6]2[CH:5]=[C:4]([N:26]3[CH2:31][CH2:30][O:29][CH2:28][C@H:27]3[CH3:32])[N:3]=[C:2]([C:43]3[CH:44]=[CH:45][CH:46]=[C:47]4[C:42]=3[CH:41]=[CH:40][NH:39]4)[N:7]=2)[CH2:13][CH2:12][NH:11][CH2:10][CH2:9]1)(=[O:22])=[O:23])[CH3:25]. The catalyst class is: 600. (4) Reactant: [OH:1][C:2]([CH3:35])([CH3:34])[CH2:3][C@@:4]1([C:28]2[CH:33]=[CH:32][CH:31]=[CH:30][CH:29]=2)[O:9][C:8](=[O:10])[N:7]([C@H:11]([C:13]2[CH:18]=[CH:17][C:16](B3OC(C)(C)C(C)(C)O3)=[CH:15][CH:14]=2)[CH3:12])[CH2:6][CH2:5]1.Br[C:37]1[CH:42]=[CH:41][N:40]([CH3:43])[C:39](=[O:44])[CH:38]=1.C([O-])([O-])=O.[Cs+].[Cs+]. Product: [OH:1][C:2]([CH3:34])([CH3:35])[CH2:3][C@@:4]1([C:28]2[CH:33]=[CH:32][CH:31]=[CH:30][CH:29]=2)[O:9][C:8](=[O:10])[N:7]([C@H:11]([C:13]2[CH:14]=[CH:15][C:16]([C:37]3[CH:42]=[CH:41][N:40]([CH3:43])[C:39](=[O:44])[CH:38]=3)=[CH:17][CH:18]=2)[CH3:12])[CH2:6][CH2:5]1. The catalyst class is: 184. (5) Reactant: [Cl:1][C:2]1[CH:3]=[C:4]2[C:9](=[CH:10][C:11]=1[C:12]([OH:14])=O)[NH:8][C:7](=[S:15])[N:6]([C:16]1[N:21]=[C:20]([O:22][CH3:23])[C:19]([O:24][CH3:25])=[CH:18][N:17]=1)[C:5]2=[O:26].CCN(C(C)C)C(C)C.CN(C(ON1N=NC2C=CC=NC1=2)=[N+](C)C)C.F[P-](F)(F)(F)(F)F.[Cl:60][C:61]1[CH:68]=[CH:67][C:64]([CH2:65][NH2:66])=[CH:63][CH:62]=1. Product: [Cl:1][C:2]1[CH:3]=[C:4]2[C:9](=[CH:10][C:11]=1[C:12]([NH:66][CH2:65][C:64]1[CH:67]=[CH:68][C:61]([Cl:60])=[CH:62][CH:63]=1)=[O:14])[NH:8][C:7](=[S:15])[N:6]([C:16]1[N:21]=[C:20]([O:22][CH3:23])[C:19]([O:24][CH3:25])=[CH:18][N:17]=1)[C:5]2=[O:26]. The catalyst class is: 3. (6) The catalyst class is: 7. Reactant: Cl[Si:2]([C:15]([CH3:18])([CH3:17])[CH3:16])([C:9]1[CH:14]=[CH:13][CH:12]=[CH:11][CH:10]=1)[C:3]1[CH:8]=[CH:7][CH:6]=[CH:5][CH:4]=1.[CH2:19]([OH:22])[CH2:20][OH:21].N1C=CN=C1. Product: [Si:2]([O:21][CH2:20][CH2:19][OH:22])([C:15]([CH3:18])([CH3:17])[CH3:16])([C:9]1[CH:14]=[CH:13][CH:12]=[CH:11][CH:10]=1)[C:3]1[CH:8]=[CH:7][CH:6]=[CH:5][CH:4]=1.